Dataset: TCR-epitope binding with 47,182 pairs between 192 epitopes and 23,139 TCRs. Task: Binary Classification. Given a T-cell receptor sequence (or CDR3 region) and an epitope sequence, predict whether binding occurs between them. (1) The epitope is LLFGYPVYV. The TCR CDR3 sequence is CSASKRLLNEQFF. Result: 1 (the TCR binds to the epitope). (2) The epitope is CINGVCWTV. The TCR CDR3 sequence is CASRTPGVSTEAFF. Result: 0 (the TCR does not bind to the epitope).